This data is from Forward reaction prediction with 1.9M reactions from USPTO patents (1976-2016). The task is: Predict the product of the given reaction. (1) Given the reactants [Si]([O:8][CH2:9][C:10]1[N:15]=[C:14]([C:16]2[CH:26]=[CH:25][C:19]([C:20]([N:22]([CH3:24])[CH3:23])=[O:21])=[CH:18][CH:17]=2)[CH:13]=[CH:12][CH:11]=1)(C(C)(C)C)(C)C.F.F.F.C(N(CC)CC)C, predict the reaction product. The product is: [OH:8][CH2:9][C:10]1[N:15]=[C:14]([C:16]2[CH:26]=[CH:25][C:19]([C:20]([N:22]([CH3:24])[CH3:23])=[O:21])=[CH:18][CH:17]=2)[CH:13]=[CH:12][CH:11]=1. (2) Given the reactants C[O:2][C:3](=[O:24])[C:4]1[C:5](=[C:10]([O:14][CH2:15][C:16]2[CH:21]=[C:20]([Cl:22])[CH:19]=[C:18]([Cl:23])[CH:17]=2)[CH:11]=[CH:12][CH:13]=1)[C:6]([O:8]C)=[O:7], predict the reaction product. The product is: [Cl:22][C:20]1[CH:21]=[C:16]([CH:17]=[C:18]([Cl:23])[CH:19]=1)[CH2:15][O:14][C:10]1[CH:11]=[CH:12][CH:13]=[C:4]([C:3]([OH:24])=[O:2])[C:5]=1[C:6]([OH:8])=[O:7]. (3) Given the reactants COC1C=CC(C[N:8]2[C:12]3[N:13]=[CH:14][C:15]4[CH2:16][NH:17][CH2:18][CH2:19][C:20]=4[C:11]=3[CH:10]=[N:9]2)=CC=1.C1(C)C=CC=CC=1.[F:30][C:31]([F:36])([F:35])[C:32]([OH:34])=[O:33], predict the reaction product. The product is: [CH:10]1[C:11]2[C:20]3[CH2:19][CH2:18][NH:17][CH2:16][C:15]=3[CH:14]=[N:13][C:12]=2[NH:8][N:9]=1.[C:32]([OH:34])([C:31]([F:36])([F:35])[F:30])=[O:33]. (4) Given the reactants [CH3:1][O:2][C:3]1[CH:14]=[CH:13][C:6]([CH2:7][O:8][CH2:9][C:10]([OH:12])=O)=[CH:5][CH:4]=1.C(N(CC)C(C)C)(C)C.CN(C(ON1N=NC2C=CC=NC1=2)=[N+](C)C)C.F[P-](F)(F)(F)(F)F.Cl.[F:49][C:50]([F:54])([F:53])[CH2:51][NH2:52], predict the reaction product. The product is: [CH3:1][O:2][C:3]1[CH:4]=[CH:5][C:6]([CH2:7][O:8][CH2:9][C:10]([NH:52][CH2:51][C:50]([F:54])([F:53])[F:49])=[O:12])=[CH:13][CH:14]=1.